Dataset: Full USPTO retrosynthesis dataset with 1.9M reactions from patents (1976-2016). Task: Predict the reactants needed to synthesize the given product. (1) Given the product [Cl:31][C:32]1[CH:39]=[CH:38][C:35]([CH2:36][N:15]2[C:14](=[O:17])[N:11]3[N:12]=[CH:13][C:8]([C:5]4[CH:6]=[CH:7][C:2]([Cl:1])=[CH:3][CH:4]=4)=[C:9]([C:18]4[CH:23]=[CH:22][C:21]([Cl:24])=[CH:20][CH:19]=4)[C:10]3=[N:16]2)=[CH:34][CH:33]=1, predict the reactants needed to synthesize it. The reactants are: [Cl:1][C:2]1[CH:7]=[CH:6][C:5]([C:8]2[CH:13]=[N:12][N:11]3[C:14](=[O:17])[NH:15][N:16]=[C:10]3[C:9]=2[C:18]2[CH:23]=[CH:22][C:21]([Cl:24])=[CH:20][CH:19]=2)=[CH:4][CH:3]=1.C([O-])([O-])=O.[K+].[K+].[Cl:31][C:32]1[CH:39]=[CH:38][C:35]([CH2:36]Br)=[CH:34][CH:33]=1.O. (2) Given the product [Cl:6][C:7]1[CH:12]=[CH:11][C:10]([NH:13][C:14](=[O:20])[O:15][C:16]([CH3:18])([CH3:19])[CH3:17])=[C:9]([C:21]2[CH:29]=[C:28]3[N:24]([CH:25]([C:30]4[NH:31][C:32]([C:35]5[CH:40]=[CH:39][C:38]([NH:41][C:42]([O:44][CH3:45])=[O:43])=[CH:37][CH:36]=5)=[C:33]([Cl:47])[N:34]=4)[CH2:26][CH2:27]3)[C:23](=[O:46])[CH:22]=2)[CH:8]=1, predict the reactants needed to synthesize it. The reactants are: O1CCCC1.[Cl:6][C:7]1[CH:12]=[CH:11][C:10]([NH:13][C:14](=[O:20])[O:15][C:16]([CH3:19])([CH3:18])[CH3:17])=[C:9]([C:21]2[CH:29]=[C:28]3[N:24]([CH:25]([C:30]4[NH:31][C:32]([C:35]5[CH:40]=[CH:39][C:38]([NH:41][C:42]([O:44][CH3:45])=[O:43])=[CH:37][CH:36]=5)=[CH:33][N:34]=4)[CH2:26][CH2:27]3)[C:23](=[O:46])[CH:22]=2)[CH:8]=1.[Cl:47]N1C(=O)CCC1=O. (3) Given the product [C:32]([O:31][C:30](=[O:36])[NH:29][CH2:28][C:26]1[O:27][C:23]2[CH:22]=[CH:21][C:20]([C:12]3[C:13]4[C:18](=[CH:17][C:16]([F:19])=[CH:15][CH:14]=4)[NH:10][CH:11]=3)=[CH:44][C:24]=2[N:25]=1)([CH3:35])([CH3:33])[CH3:34], predict the reactants needed to synthesize it. The reactants are: C1(S([N:10]2[C:18]3[C:13](=[CH:14][CH:15]=[C:16]([F:19])[CH:17]=3)[C:12]([C:20]3[CH:21]=[CH:22][C:23]4[O:27][C:26]([CH2:28][N:29](C(OC(C)(C)C)=O)[C:30](=[O:36])[O:31][C:32]([CH3:35])([CH3:34])[CH3:33])=[N:25][C:24]=4[CH:44]=3)=[CH:11]2)(=O)=O)C=CC=CC=1.[OH-].[Na+]. (4) Given the product [Cl:20][C:21]1[CH:26]=[C:25]([C:2]2[CH:19]=[CH:18][C:5]([C:6]([NH:8][CH2:9][C:10]3[CH:15]=[CH:14][CH:13]=[C:12]([O:16][CH3:17])[CH:11]=3)=[O:7])=[CH:4][CH:3]=2)[CH:24]=[CH:23][N:22]=1, predict the reactants needed to synthesize it. The reactants are: Br[C:2]1[CH:19]=[CH:18][C:5]([C:6]([NH:8][CH2:9][C:10]2[CH:15]=[CH:14][CH:13]=[C:12]([O:16][CH3:17])[CH:11]=2)=[O:7])=[CH:4][CH:3]=1.[Cl:20][C:21]1[CH:26]=[C:25](B2OC(C)(C)C(C)(C)O2)[CH:24]=[CH:23][N:22]=1.C(=O)([O-])[O-].[Na+].[Na+].COCCOC.